From a dataset of Forward reaction prediction with 1.9M reactions from USPTO patents (1976-2016). Predict the product of the given reaction. (1) Given the reactants Br[C:2]1[CH:11]=[CH:10][C:5]([C:6]([O:8][CH3:9])=[O:7])=[C:4]([Cl:12])[CH:3]=1.[CH:13]([O-])=[O:14].[Na+].C([O-])([O-])=O.[Na+].[Na+], predict the reaction product. The product is: [Cl:12][C:4]1[CH:3]=[C:2]([CH:13]=[O:14])[CH:11]=[CH:10][C:5]=1[C:6]([O:8][CH3:9])=[O:7]. (2) Given the reactants [F:1][C:2]1([F:35])[CH2:7][CH2:6][CH:5]([CH2:8][N:9]2[C:17]3[C:12](=[N:13][CH:14]=[C:15]([C:18]4[C:19]([CH3:24])=[N:20][O:21][C:22]=4[CH3:23])[CH:16]=3)[C:11]([C:25]3[CH:30]=[CH:29][C:28]([CH2:31][C:32]([OH:34])=[O:33])=[CH:27][CH:26]=3)=[CH:10]2)[CH2:4][CH2:3]1.[OH-].[Na+:37], predict the reaction product. The product is: [F:35][C:2]1([F:1])[CH2:7][CH2:6][CH:5]([CH2:8][N:9]2[C:17]3[C:12](=[N:13][CH:14]=[C:15]([C:18]4[C:19]([CH3:24])=[N:20][O:21][C:22]=4[CH3:23])[CH:16]=3)[C:11]([C:25]3[CH:30]=[CH:29][C:28]([CH2:31][C:32]([O:34][Na:37])=[O:33])=[CH:27][CH:26]=3)=[CH:10]2)[CH2:4][CH2:3]1. (3) Given the reactants [F:1][C@@H:2]1[C@@H:7]2[O:8][CH:9]([C:12]3[CH:17]=[CH:16][CH:15]=[CH:14][CH:13]=3)[O:10][CH2:11][C@H:6]2[O:5][CH2:4][C@@H:3]1OS(C(F)(F)F)(=O)=O.[NH2:26][C:27]1[N:35]=[C:34]2[C:30]([NH:31][CH:32]=[N:33]2)=[C:29]([Cl:36])[N:28]=1.[H-].[Na+], predict the reaction product. The product is: [Cl:36][C:29]1[N:28]=[C:27]([NH2:26])[N:35]=[C:34]2[C:30]=1[N:31]=[CH:32][N:33]2[C@@H:3]1[CH2:4][O:5][C@H:6]2[C@@H:7]([O:8][CH:9]([C:12]3[CH:17]=[CH:16][CH:15]=[CH:14][CH:13]=3)[O:10][CH2:11]2)[C@H:2]1[F:1]. (4) The product is: [NH2:8][C:9]1[CH2:15][C:14]([C:16]([O:18][CH:19]([CH3:21])[CH3:20])=[O:17])=[CH:13][C:12]2[CH:22]=[C:23]([C:26]3[CH:27]=[CH:28][C:29]([C:32]([N:34]4[CH2:38][CH2:37][CH2:36][CH2:35]4)=[O:33])=[CH:30][CH:31]=3)[CH:24]=[CH:25][C:11]=2[N:10]=1. Given the reactants C(OC([N:8](C(OC(C)(C)C)=O)[C:9]1[CH2:15][C:14]([C:16]([O:18][CH:19]([CH3:21])[CH3:20])=[O:17])=[CH:13][C:12]2[CH:22]=[C:23]([C:26]3[CH:31]=[CH:30][C:29]([C:32]([N:34]4[CH2:38][CH2:37][CH2:36][CH2:35]4)=[O:33])=[CH:28][CH:27]=3)[CH:24]=[CH:25][C:11]=2[N:10]=1)=O)(C)(C)C.FC(F)(F)C(O)=O, predict the reaction product. (5) Given the reactants [Br:1][C:2]1[CH:9]=[CH:8][C:5]([CH:6]=[O:7])=[C:4]([O:10][CH3:11])[CH:3]=1.[CH3:12][Mg]Br.[Cl-].[NH4+], predict the reaction product. The product is: [Br:1][C:2]1[CH:9]=[CH:8][C:5]([CH:6]([OH:7])[CH3:12])=[C:4]([O:10][CH3:11])[CH:3]=1.